This data is from Forward reaction prediction with 1.9M reactions from USPTO patents (1976-2016). The task is: Predict the product of the given reaction. (1) Given the reactants Cl.[CH3:2][O:3][C:4](=[O:11])[C@H:5]([C:7]([CH3:10])([CH3:9])[CH3:8])[NH2:6].[C:12]([O-:15])(O)=O.[Na+].C(Cl)(Cl)=O.C1(C)C=CC=CC=1.[CH:28]([NH:31][CH2:32][CH2:33][CH2:34][CH:35]=[CH2:36])([CH3:30])[CH3:29], predict the reaction product. The product is: [CH:28]([N:31]([CH2:32][CH2:33][CH2:34][CH:35]=[CH2:36])[C:12]([NH:6][C@H:5]([C:4]([O:3][CH3:2])=[O:11])[C:7]([CH3:10])([CH3:9])[CH3:8])=[O:15])([CH3:30])[CH3:29]. (2) Given the reactants [F:1][C:2]([F:32])([F:31])[C:3]1[CH:8]=[CH:7][C:6]([C:9]2[C:10]([C:15]([NH:17][C:18]3[CH:27]=[C:26]4[C:21]([CH:22]=[C:23]([C:28]([OH:30])=O)[CH:24]=[N:25]4)=[CH:20][CH:19]=3)=[O:16])=[CH:11][CH:12]=[CH:13][CH:14]=2)=[CH:5][CH:4]=1.[CH3:33][C:34]1[CH:41]=[CH:40][CH:39]=[CH:38][C:35]=1[CH2:36][NH2:37].Cl.CN(C)CCCN=C=NCC.ON1C2C=CC=CC=2N=N1.C(N(CC)CC)C, predict the reaction product. The product is: [CH3:33][C:34]1[CH:41]=[CH:40][CH:39]=[CH:38][C:35]=1[CH2:36][NH:37][C:28]([C:23]1[CH:24]=[N:25][C:26]2[C:21]([CH:22]=1)=[CH:20][CH:19]=[C:18]([NH:17][C:15]([C:10]1[C:9]([C:6]3[CH:7]=[CH:8][C:3]([C:2]([F:31])([F:1])[F:32])=[CH:4][CH:5]=3)=[CH:14][CH:13]=[CH:12][CH:11]=1)=[O:16])[CH:27]=2)=[O:30]. (3) Given the reactants [S:1]([N:11]1[C:19]2[C:14](=[CH:15][CH:16]=[C:17]([C:20]#[N:21])[CH:18]=2)[CH:13]=[CH:12]1)([C:4]1[CH:10]=[CH:9][C:7]([CH3:8])=[CH:6][CH:5]=1)(=[O:3])=[O:2].N, predict the reaction product. The product is: [S:1]([N:11]1[C:19]2[C:14](=[CH:15][CH:16]=[C:17]([CH2:20][NH2:21])[CH:18]=2)[CH:13]=[CH:12]1)([C:4]1[CH:5]=[CH:6][C:7]([CH3:8])=[CH:9][CH:10]=1)(=[O:2])=[O:3].